From a dataset of Reaction yield outcomes from USPTO patents with 853,638 reactions. Predict the reaction yield, written as a fraction of the theoretical maximum amount of product (1.0 means a 100% yield; for example, 0.34 means a 34% yield). (1) The reactants are C(OC([N:8]([C:19]1[CH:20]=[C:21]([CH:25]([O:29][P:30]([CH:33]([NH:37][C:38]([O:40][CH2:41][C:42]2[CH:47]=[CH:46][CH:45]=[CH:44][CH:43]=2)=[O:39])[CH:34]([CH3:36])[CH3:35])([OH:32])=[O:31])[C:26]([OH:28])=[O:27])[CH:22]=[CH:23][CH:24]=1)[C:9]([NH2:18])=[N:10]C(OC(C)(C)C)=O)=O)(C)(C)C.C(O)(C(F)(F)F)=O. The product is [NH:8]([C:19]1[CH:20]=[C:21]([CH:25]([O:29][P:30]([CH:33]([NH:37][C:38]([O:40][CH2:41][C:42]2[CH:43]=[CH:44][CH:45]=[CH:46][CH:47]=2)=[O:39])[CH:34]([CH3:35])[CH3:36])([OH:32])=[O:31])[C:26]([OH:28])=[O:27])[CH:22]=[CH:23][CH:24]=1)[C:9]([NH2:18])=[NH:10]. The yield is 0.100. The catalyst is C(Cl)Cl. (2) The reactants are Cl.[C:2]1([C@@H:14]2[CH2:18][CH2:17][C@H:16]([NH2:19])[CH2:15]2)[N:6]2[C:7]3[CH:13]=[CH:12][NH:11][C:8]=3[N:9]=[CH:10][C:5]2=[N:4][N:3]=1.[CH:20]1([S:23](Cl)(=[O:25])=[O:24])[CH2:22][CH2:21]1. The catalyst is CN(C=O)C.O. The product is [C:2]1([C@@H:14]2[CH2:18][CH2:17][C@H:16]([NH:19][S:23]([CH:20]3[CH2:22][CH2:21]3)(=[O:25])=[O:24])[CH2:15]2)[N:6]2[C:7]3[CH:13]=[CH:12][NH:11][C:8]=3[N:9]=[CH:10][C:5]2=[N:4][N:3]=1. The yield is 0.640. (3) The reactants are [CH3:1][N:2]([CH2:7][C:8]1[C:16]2[C:11](=[C:12]([CH3:17])[CH:13]=[CH:14][CH:15]=2)[N:10]([CH3:18])[C:9]=1[CH3:19])[C:3](=[O:6])[CH:4]=[CH2:5].Br[C:21]1[CH:22]=[C:23]2[C:28](=[N:29][CH:30]=1)[NH:27][C:26](=[O:31])[CH2:25][CH2:24]2.CCN(C(C)C)C(C)C.C1(C)C=CC=CC=1P(C1C=CC=CC=1C)C1C=CC=CC=1C. The catalyst is C(#N)CC.CC([O-])=O.CC([O-])=O.[Pd+2]. The product is [CH3:1][N:2]([CH2:7][C:8]1[C:16]2[C:11](=[C:12]([CH3:17])[CH:13]=[CH:14][CH:15]=2)[N:10]([CH3:18])[C:9]=1[CH3:19])[C:3](=[O:6])/[CH:4]=[CH:5]/[C:21]1[CH:30]=[N:29][C:28]2[NH:27][C:26](=[O:31])[CH2:25][CH2:24][C:23]=2[CH:22]=1. The yield is 0.250.